Dataset: Reaction yield outcomes from USPTO patents with 853,638 reactions. Task: Predict the reaction yield, written as a fraction of the theoretical maximum amount of product (1.0 means a 100% yield; for example, 0.34 means a 34% yield). The catalyst is ClCCl.CCCCCC.C(OCC)(=O)C. The product is [CH3:23][O:24][C:25]1[CH:34]=[C:33]2[C:28]([N:29]=[CH:30][C:31]([S:35][CH2:36][CH:37]=[O:38])=[N:32]2)=[CH:27][CH:26]=1. The reactants are CC(OI1(OC(C)=O)(OC(C)=O)OC(=O)C2C=CC=CC1=2)=O.[CH3:23][O:24][C:25]1[CH:34]=[C:33]2[C:28]([N:29]=[CH:30][C:31]([S:35][CH2:36][CH2:37][OH:38])=[N:32]2)=[CH:27][CH:26]=1.S([O-])([O-])(=O)=S.[Na+].[Na+].C(=O)([O-])O.[Na+]. The yield is 0.750.